The task is: Predict which catalyst facilitates the given reaction.. This data is from Catalyst prediction with 721,799 reactions and 888 catalyst types from USPTO. (1) Reactant: [Cl:1][C:2]1[CH:9]=[CH:8][CH:7]=[C:6]([SH:10])[C:3]=1[C:4]#[N:5]. Product: [Cl:1][C:2]1[C:3]([C:4]#[N:5])=[C:6]([S:10][S:10][C:6]2[CH:7]=[CH:8][CH:9]=[C:2]([Cl:1])[C:3]=2[C:4]#[N:5])[CH:7]=[CH:8][CH:9]=1. The catalyst class is: 16. (2) Reactant: [F:1][C:2]1[CH:3]=[C:4]2[C:9](=[CH:10][CH:11]=1)[CH:8]=[C:7]([CH:12]1[CH2:17][CH2:16][NH:15][CH2:14][CH2:13]1)[CH:6]=[CH:5]2.[O:18]1[CH2:20][C@H:19]1[CH2:21][O:22][C:23]1[C:31]2[CH:30]=[CH:29][O:28][C:27]=2[CH:26]=[CH:25][CH:24]=1. Product: [O:28]1[CH:29]=[CH:30][C:31]2[C:23]([O:22][CH2:21][C@@H:19]([OH:18])[CH2:20][N:15]3[CH2:14][CH2:13][CH:12]([C:7]4[CH:6]=[CH:5][C:4]5[C:9](=[CH:10][CH:11]=[C:2]([F:1])[CH:3]=5)[CH:8]=4)[CH2:17][CH2:16]3)=[CH:24][CH:25]=[CH:26][C:27]1=2. The catalyst class is: 5. (3) Product: [CH2:31]1[CH2:1][O:2][C:3]2([CH2:20][CH2:19][C:18]3[C:5]([CH2:6][CH2:7][C@@H:8]4[C:17]=3[C@@H:16]([C:21]3[CH:26]=[CH:25][C:24]([Br:27])=[CH:23][CH:22]=3)[CH2:15][C@@:13]3([CH3:14])[C@H:9]4[CH2:10][CH2:11][C:12]3=[O:28])=[CH:4]2)[O:30]1. Reactant: [CH2:1]1[CH2:31][O:30][C:3]2([CH2:20][CH2:19][C:18]3[C@@:5](O)([CH2:6][CH2:7][C@@H:8]4[C:17]=3[C@@H:16]([C:21]3[CH:26]=[CH:25][C:24]([Br:27])=[CH:23][CH:22]=3)[CH2:15][C@@:13]3([CH3:14])[C@H:9]4[CH2:10][CH2:11][C:12]3=[O:28])[CH2:4]2)[O:2]1.C(OC(=O)C)(=O)C. The catalyst class is: 17. (4) Product: [F:1][C:2]1[CH:3]=[CH:4][C:5]([CH2:6][N:7]2[CH2:11][CH2:10][N:9]([C@@H:12]([C:20]([CH3:21])([CH3:22])[CH3:23])[C:13]([OH:15])=[O:14])[C:8]2=[O:24])=[CH:25][CH:26]=1. Reactant: [F:1][C:2]1[CH:26]=[CH:25][C:5]([CH2:6][N:7]2[CH2:11][CH2:10][N:9]([C@@H:12]([C:20]([CH3:23])([CH3:22])[CH3:21])[C:13]([O:15]C(C)(C)C)=[O:14])[C:8]2=[O:24])=[CH:4][CH:3]=1.FC(F)(F)C(O)=O. The catalyst class is: 4. (5) Reactant: [CH2:1]([O:4][NH:5][C@H:6]1[CH2:11][NH:10][C@@H:9]([C:12]([NH2:14])=[O:13])[CH:8]=[C:7]1[CH3:15])[CH:2]=[CH2:3].C(N(CC)C(C)C)(C)C.Cl[C:26](Cl)([O:28]C(=O)OC(Cl)(Cl)Cl)Cl. Product: [CH2:1]([O:4][N:5]1[C:26](=[O:28])[N:10]2[CH2:11][C@H:6]1[C:7]([CH3:15])=[CH:8][C@H:9]2[C:12]([NH2:14])=[O:13])[CH:2]=[CH2:3]. The catalyst class is: 115. (6) Reactant: [Cl:1][C:2]1[CH:3]=[C:4]([CH:10]=[C:11]([F:39])[C:12]=1[CH2:13][CH2:14][C:15]1[N:16]([C:32]2[CH:37]=[CH:36][C:35]([F:38])=[CH:34][CH:33]=2)[C:17]([C:20]([C:23]2[CH:28]=[CH:27][C:26]([Cl:29])=[C:25]([O:30][CH3:31])[CH:24]=2)([CH3:22])[CH3:21])=[CH:18][N:19]=1)[C:5]([O:7]CC)=[O:6].[OH-].[Na+]. Product: [Cl:1][C:2]1[CH:3]=[C:4]([CH:10]=[C:11]([F:39])[C:12]=1[CH2:13][CH2:14][C:15]1[N:16]([C:32]2[CH:33]=[CH:34][C:35]([F:38])=[CH:36][CH:37]=2)[C:17]([C:20]([C:23]2[CH:28]=[CH:27][C:26]([Cl:29])=[C:25]([O:30][CH3:31])[CH:24]=2)([CH3:22])[CH3:21])=[CH:18][N:19]=1)[C:5]([OH:7])=[O:6]. The catalyst class is: 24. (7) Reactant: [Li+].CC([N-]C(C)C)C.[C:9]([C:11]1[C:16]([F:17])=[CH:15][CH:14]=[CH:13][N:12]=1)#[N:10].[I:18]I. Product: [F:17][C:16]1[C:11]([C:9]#[N:10])=[N:12][CH:13]=[CH:14][C:15]=1[I:18]. The catalyst class is: 1.